Dataset: Reaction yield outcomes from USPTO patents with 853,638 reactions. Task: Predict the reaction yield, written as a fraction of the theoretical maximum amount of product (1.0 means a 100% yield; for example, 0.34 means a 34% yield). (1) The reactants are [CH:1]1([CH:7]([NH:23][C:24]2[CH:29]=[CH:28][C:27]([C:30]([N:32]([CH3:40])[CH2:33][CH2:34][C:35]([O:37]CC)=[O:36])=[O:31])=[CH:26][CH:25]=2)[C:8]2[O:9][C:10]3[CH:17]=[CH:16][C:15]([O:18][CH2:19][CH2:20][S:21][CH3:22])=[CH:14][C:11]=3[C:12]=2[CH3:13])[CH2:6][CH2:5][CH2:4][CH2:3][CH2:2]1.[OH-].[Na+]. The catalyst is C(O)C. The product is [CH:1]1([CH:7]([NH:23][C:24]2[CH:29]=[CH:28][C:27]([C:30]([N:32]([CH3:40])[CH2:33][CH2:34][C:35]([OH:37])=[O:36])=[O:31])=[CH:26][CH:25]=2)[C:8]2[O:9][C:10]3[CH:17]=[CH:16][C:15]([O:18][CH2:19][CH2:20][S:21][CH3:22])=[CH:14][C:11]=3[C:12]=2[CH3:13])[CH2:2][CH2:3][CH2:4][CH2:5][CH2:6]1. The yield is 0.630. (2) The reactants are Cl[C:2]1[CH:7]=[CH:6][C:5]([C@@H:8]2[CH2:12][CH2:11][CH2:10][N:9]2[CH3:13])=[CH:4][N:3]=1.C1(P(C2CCCCC2)C2C=CC=CC=2C2C=CC=CC=2)CCCCC1.[Li+].C[Si]([N-:44][Si](C)(C)C)(C)C.[NH4+].[Cl-]. The catalyst is CCOC(C)=O.C1C=CC(/C=C/C(/C=C/C2C=CC=CC=2)=O)=CC=1.C1C=CC(/C=C/C(/C=C/C2C=CC=CC=2)=O)=CC=1.C1C=CC(/C=C/C(/C=C/C2C=CC=CC=2)=O)=CC=1.[Pd].[Pd].C1COCC1. The product is [CH3:13][N:9]1[CH2:10][CH2:11][CH2:12][C@H:8]1[C:5]1[CH:6]=[CH:7][C:2]([NH2:44])=[N:3][CH:4]=1. The yield is 0.990. (3) The reactants are Br[C:2]1[CH:11]=[C:10]2[C:5]([CH:6]=[C:7]([NH:12][C:13]([CH:15]3[CH2:17][CH2:16]3)=[O:14])[N:8]=[CH:9]2)=[CH:4][CH:3]=1.N1C2C(=CC=C3C=2N=CC=C3)C=CC=1.C(=O)([O-])[O-].[Cs+].[Cs+].[CH:38]1([OH:42])[CH2:41][CH2:40][CH2:39]1. The catalyst is [Cu]I. The product is [CH:38]1([O:42][C:2]2[CH:11]=[C:10]3[C:5]([CH:6]=[C:7]([NH:12][C:13]([CH:15]4[CH2:17][CH2:16]4)=[O:14])[N:8]=[CH:9]3)=[CH:4][CH:3]=2)[CH2:41][CH2:40][CH2:39]1. The yield is 0.120. (4) The reactants are [Cl:1][C:2]1[CH:11]=[CH:10][CH:9]=[C:8]2[C:3]=1[N:4]=[CH:5][C:6](=O)[NH:7]2.P(Cl)(Cl)([Cl:15])=O. No catalyst specified. The product is [Cl:15][C:6]1[CH:5]=[N:4][C:3]2[C:8](=[CH:9][CH:10]=[CH:11][C:2]=2[Cl:1])[N:7]=1. The yield is 0.320. (5) The reactants are COP([CH2:7][C:8](=[O:16])[C:9]([F:15])([F:14])[CH2:10][CH2:11][CH2:12][CH3:13])(=O)OC.O.[OH-].[Li+].[C:20]([O:23][C@@H:24]1[C@H:28]([CH2:29][CH2:30][CH2:31][CH2:32][CH2:33][CH2:34][C:35]([O:37][CH3:38])=[O:36])[C@@H:27]([CH:39]=O)[C@H:26]([O:41][CH:42]2[CH2:47][CH2:46][CH2:45][CH2:44][O:43]2)[CH2:25]1)(=[O:22])[CH3:21]. The catalyst is COC(C)(C)C.O. The product is [C:20]([O:23][C@@H:24]1[C@H:28]([CH2:29][CH2:30][CH2:31][CH2:32][CH2:33][CH2:34][C:35]([O:37][CH3:38])=[O:36])[C@@H:27](/[CH:39]=[CH:7]/[C:8](=[O:16])[C:9]([F:14])([F:15])[CH2:10][CH2:11][CH2:12][CH3:13])[C@H:26]([O:41][CH:42]2[CH2:47][CH2:46][CH2:45][CH2:44][O:43]2)[CH2:25]1)(=[O:22])[CH3:21]. The yield is 0.893. (6) The reactants are COC([CH:5]1[C:13](=[O:14])[C:12]2[N:8]([C:9]([NH:28][CH2:29][CH2:30][N:31]3[CH2:36][CH2:35][O:34][CH2:33][CH2:32]3)=[C:10]([C:22]3[CH:27]=[CH:26][N:25]=[CH:24][CH:23]=3)[C:11]=2[C:15]2[CH:20]=[CH:19][C:18]([F:21])=[CH:17][CH:16]=2)[CH2:7][CH2:6]1)=O.[OH-].[Na+].Cl. The catalyst is O. The product is [F:21][C:18]1[CH:17]=[CH:16][C:15]([C:11]2[C:10]([C:22]3[CH:23]=[CH:24][N:25]=[CH:26][CH:27]=3)=[C:9]([NH:28][CH2:29][CH2:30][N:31]3[CH2:36][CH2:35][O:34][CH2:33][CH2:32]3)[N:8]3[C:12]=2[C:13](=[O:14])[CH2:5][CH2:6][CH2:7]3)=[CH:20][CH:19]=1. The yield is 0.990.